This data is from Full USPTO retrosynthesis dataset with 1.9M reactions from patents (1976-2016). The task is: Predict the reactants needed to synthesize the given product. (1) Given the product [C:2]1([CH:1]=[N:23][S:20]([C:18]2[CH:17]=[CH:16][C:15]3[O:9][CH2:10][CH2:11][CH2:12][O:13][C:14]=3[CH:19]=2)(=[O:21])=[O:22])[CH:7]=[CH:6][CH:5]=[CH:4][CH:3]=1, predict the reactants needed to synthesize it. The reactants are: [CH:1](=O)[C:2]1[CH:7]=[CH:6][CH:5]=[CH:4][CH:3]=1.[O:9]1[C:15]2[CH:16]=[CH:17][C:18]([S:20]([NH2:23])(=[O:22])=[O:21])=[CH:19][C:14]=2[O:13][CH2:12][CH2:11][CH2:10]1.O.[O-2].[O-2].[O-2].O=[Si]=O.O=[Si]=O.O=[Si]=O.O=[Si]=O.[Al+3].[Al+3]. (2) Given the product [OH:1][C:2]1[C:7]([C:8]#[N:9])=[CH:6][N:5]=[C:4]([NH:20][C:16]2[CH:17]=[CH:18][CH:19]=[C:14]([O:13][CH3:12])[CH:15]=2)[N:3]=1, predict the reactants needed to synthesize it. The reactants are: [OH:1][C:2]1[C:7]([C:8]#[N:9])=[CH:6][N:5]=[C:4](SC)[N:3]=1.[CH3:12][O:13][C:14]1[CH:19]=[CH:18][CH:17]=[C:16]([NH2:20])[CH:15]=1. (3) Given the product [CH:37]1([CH2:36][O:35][C:29]2[C:28]([O:40][CH3:41])=[C:27]([C:9]3[CH:10]=[C:11]4[C:15](=[CH:16][CH:17]=3)[C:14](=[O:18])[CH2:13][CH2:12]4)[CH:32]=[CH:31][C:30]=2[O:33][CH3:34])[CH2:38][CH2:39]1, predict the reactants needed to synthesize it. The reactants are: CC1(C)C(C)(C)OB([C:9]2[CH:10]=[C:11]3[C:15](=[CH:16][CH:17]=2)[C:14](=[O:18])[CH2:13][CH2:12]3)O1.C(=O)([O-])[O-].[Cs+].[Cs+].Br[C:27]1[CH:32]=[CH:31][C:30]([O:33][CH3:34])=[C:29]([O:35][CH2:36][CH:37]2[CH2:39][CH2:38]2)[C:28]=1[O:40][CH3:41]. (4) Given the product [Br:1][C:2]1[CH:3]=[C:4]([NH:10][C:11]2[CH:15]=[C:14]([CH3:16])[N:13]([CH3:19])[N:12]=2)[C:5](=[O:9])[N:6]([CH3:8])[CH:7]=1, predict the reactants needed to synthesize it. The reactants are: [Br:1][C:2]1[CH:3]=[C:4]([NH:10][C:11]2[CH:15]=[C:14]([CH3:16])[NH:13][N:12]=2)[C:5](=[O:9])[N:6]([CH3:8])[CH:7]=1.[H-].[Na+].[CH3:19]I.O. (5) Given the product [CH3:1][C:2]1([CH3:20])[N:5]([CH2:6][CH2:7][O:8][C:24]2[N:29]=[CH:28][C:27]([C:30]#[N:31])=[CH:26][CH:25]=2)[N:4]([CH:9]2[CH:10]3[CH2:11][CH:12]4[CH2:13][CH:14]([CH2:15][CH:16]2[CH2:17]4)[CH2:18]3)[C:3]1=[O:19], predict the reactants needed to synthesize it. The reactants are: [CH3:1][C:2]1([CH3:20])[N:5]([CH2:6][CH2:7][OH:8])[N:4]([CH:9]2[CH:16]3[CH2:17][CH:12]4[CH2:13][CH:14]([CH2:18][CH:10]2[CH2:11]4)[CH2:15]3)[C:3]1=[O:19].[H-].[Na+].Cl[C:24]1[N:29]=[CH:28][C:27]([C:30]#[N:31])=[CH:26][CH:25]=1.O. (6) Given the product [F:30][C:27]1[CH:26]=[CH:25][C:24]([CH2:23][CH:17]([NH:16][C:14](=[O:15])[C:13]2[CH:31]=[CH:32][CH:33]=[N:34][C:12]=2[N:9]2[CH:10]=[CH:11][C:7]([C:1]3[CH:2]=[CH:3][CH:4]=[CH:5][CH:6]=3)=[N:8]2)[CH:18]([OH:22])[C:19]([NH:38][O:37][CH3:36])=[O:21])=[CH:29][CH:28]=1, predict the reactants needed to synthesize it. The reactants are: [C:1]1([C:7]2[CH:11]=[CH:10][N:9]([C:12]3[N:34]=[CH:33][CH:32]=[CH:31][C:13]=3[C:14]([NH:16][CH:17]([CH2:23][C:24]3[CH:29]=[CH:28][C:27]([F:30])=[CH:26][CH:25]=3)[CH:18]([OH:22])[C:19]([OH:21])=O)=[O:15])[N:8]=2)[CH:6]=[CH:5][CH:4]=[CH:3][CH:2]=1.Cl.[CH3:36][O:37][NH2:38].